From a dataset of Full USPTO retrosynthesis dataset with 1.9M reactions from patents (1976-2016). Predict the reactants needed to synthesize the given product. (1) Given the product [CH3:23][N:24]([CH3:25])[C:2]1[N:7]2[N:8]=[CH:9][C:10]([C:11]([OH:13])=[O:12])=[C:6]2[N:5]=[C:4]([C:14]2[CH:19]=[CH:18][C:17]([O:20][CH3:21])=[CH:16][CH:15]=2)[C:3]=1[F:22], predict the reactants needed to synthesize it. The reactants are: Cl[C:2]1[N:7]2[N:8]=[CH:9][C:10]([C:11]([OH:13])=[O:12])=[C:6]2[N:5]=[C:4]([C:14]2[CH:19]=[CH:18][C:17]([O:20][CH3:21])=[CH:16][CH:15]=2)[C:3]=1[F:22].[CH3:23][NH:24][CH3:25]. (2) Given the product [C:62]([CH2:61][NH:60][C:43]([CH:40]1[CH2:41][CH2:42][N:38]([C:34]2[N:33]=[C:32]([NH:31][C:25]3[C:26](=[O:30])[N:27]([CH3:29])[CH:28]=[C:23]([C:19]4[CH:18]=[CH:17][N:16]=[C:15]([N:8]5[CH2:7][CH2:6][N:5]6[C:10](=[CH:11][C:12]7[CH2:13][C:2]([CH3:46])([CH3:1])[CH2:3][C:4]=76)[C:9]5=[O:14])[C:20]=4[CH2:21][OH:22])[CH:24]=3)[CH:37]=[CH:36][N:35]=2)[CH2:39]1)=[O:44])#[N:58], predict the reactants needed to synthesize it. The reactants are: [CH3:1][C:2]1([CH3:46])[CH2:13][C:12]2[CH:11]=[C:10]3[N:5]([CH2:6][CH2:7][N:8]([C:15]4[C:20]([CH2:21][OH:22])=[C:19]([C:23]5[CH:24]=[C:25]([NH:31][C:32]6[CH:37]=[CH:36][N:35]=[C:34]([N:38]7[CH2:42][CH2:41][CH:40]([C:43](O)=[O:44])[CH2:39]7)[N:33]=6)[C:26](=[O:30])[N:27]([CH3:29])[CH:28]=5)[CH:18]=[CH:17][N:16]=4)[C:9]3=[O:14])[C:4]=2[CH2:3]1.F[P-](F)(F)(F)(F)F.C[N+](C)=C(N(C)C)O[N:58]1[C:62]2N=CC=C[C:61]=2[N:60]=N1. (3) Given the product [C:1]([CH:5]1[CH:6]([N:17]2[CH2:26][C:25]3[C:20](=[CH:21][C:22]4[N:29]([C:30]([C:37]5[CH:38]=[CH:39][CH:40]=[CH:41][CH:42]=5)([C:31]5[CH:36]=[CH:35][CH:34]=[CH:33][CH:32]=5)[C:43]5[CH:48]=[CH:47][CH:46]=[CH:45][CH:44]=5)[N:28]=[C:27]([C:49]5[CH:54]=[CH:53][N:52]=[C:51]([CH3:55])[CH:50]=5)[C:23]=4[CH:24]=3)[NH:19][C:18]2=[O:56])[CH2:7][N:8]([C:65]([O:67][C:68]([CH3:69])([CH3:70])[CH3:71])=[O:66])[CH2:9]1)([CH3:4])([CH3:3])[CH3:2], predict the reactants needed to synthesize it. The reactants are: [C:1]([CH:5]1[CH2:9][N:8](CC2C=CC=CC=2)[CH2:7][CH:6]1[N:17]1[CH2:26][C:25]2[C:20](=[CH:21][C:22]3[N:29]([C:30]([C:43]4[CH:48]=[CH:47][CH:46]=[CH:45][CH:44]=4)([C:37]4[CH:42]=[CH:41][CH:40]=[CH:39][CH:38]=4)[C:31]4[CH:36]=[CH:35][CH:34]=[CH:33][CH:32]=4)[N:28]=[C:27]([C:49]4[CH:54]=[CH:53][N:52]=[C:51]([CH3:55])[CH:50]=4)[C:23]=3[CH:24]=2)[NH:19][C:18]1=[O:56])([CH3:4])([CH3:3])[CH3:2].[CH3:69][C:68]([O:67][C:65](O[C:65]([O:67][C:68]([CH3:71])([CH3:70])[CH3:69])=[O:66])=[O:66])([CH3:71])[CH3:70]. (4) The reactants are: [F:1][C:2]1[C:7]([N:8]2[C:12](OS(C(F)(F)F)(=O)=O)=[CH:11][C:10]([C:21]([O:23][CH2:24][CH3:25])=[O:22])=[N:9]2)=[CH:6][CH:5]=[CH:4][N:3]=1.[Br:26][C:27]1[CH:28]=[C:29]([SH:33])[CH:30]=[CH:31][CH:32]=1.C(=O)([O-])[O-].[Na+].[Na+].C1(P(C2C=CC=CC=2)C2C3OC4C(=CC=CC=4P(C4C=CC=CC=4)C4C=CC=CC=4)C(C)(C)C=3C=CC=2)C=CC=CC=1. Given the product [Br:26][C:27]1[CH:28]=[C:29]([S:33][C:12]2[N:8]([C:7]3[C:2]([F:1])=[N:3][CH:4]=[CH:5][CH:6]=3)[N:9]=[C:10]([C:21]([O:23][CH2:24][CH3:25])=[O:22])[CH:11]=2)[CH:30]=[CH:31][CH:32]=1, predict the reactants needed to synthesize it. (5) Given the product [OH:1][C:2]1([C:20]2[CH:21]=[CH:22][C:17]([O:16][CH3:15])=[CH:18][CH:19]=2)[CH2:3][CH2:4][N:5]([C:8]([O:10][C:11]([CH3:14])([CH3:13])[CH3:12])=[O:9])[CH2:6][CH2:7]1, predict the reactants needed to synthesize it. The reactants are: [O:1]=[C:2]1[CH2:7][CH2:6][N:5]([C:8]([O:10][C:11]([CH3:14])([CH3:13])[CH3:12])=[O:9])[CH2:4][CH2:3]1.[CH3:15][O:16][C:17]1[CH:22]=[CH:21][C:20]([Mg]Br)=[CH:19][CH:18]=1. (6) Given the product [CH3:1][C:2]1([CH2:7]/[CH:8]=[C:44](\[CH2:45][CH2:46][CH2:47][CH2:48][CH3:49])/[C:42](=[O:41])[CH3:43])[O:3][CH2:4][CH2:5][O:6]1, predict the reactants needed to synthesize it. The reactants are: [CH3:1][C:2]1([CH2:7][CH:8]=O)[O:6][CH2:5][CH2:4][O:3]1.C(OCC)(=O)CC(C)=O.O.C1(C)C=CC(S(O)(=O)=O)=CC=1.[H-].C([Al+]CC(C)C)C(C)C.[O:41]=[C:42]([CH:44](P(=O)(OCC)OCC)[CH2:45][CH2:46][CH2:47][CH2:48][CH3:49])[CH3:43].